Binary Classification. Given a miRNA mature sequence and a target amino acid sequence, predict their likelihood of interaction. From a dataset of Experimentally validated miRNA-target interactions with 360,000+ pairs, plus equal number of negative samples. (1) The miRNA is mmu-miR-1892 with sequence AUUUGGGGACGGGAGGGAGGAU. The protein sequence of the target gene is MAAAEVPVPSGYFTQIKEQKLKPGDLEEEKEEDGVQRVEAQEGVVKEVEAENSCLLLEARAPVESDRRILTLQTVHLESQDVHLQGLGWLSVPHSEELSGTVPEAEGILQLPSVLWLDPEPQLSLQHCVTVSIPEELYPPEELQRIHFHLLRENVLMAEENPELTPDLDESTALKKPEEDEKDQLPPQGETDKREERLLLLEMKPKEGKDDEIVLTISHLSLEEQQDPPAANQTSVPGAKAAKPKRRRQTKGKPQSFQCDTCPFTSSKLSTFNRHIKIHSNERPHLCHLCLKAFRTVTLL.... Result: 0 (no interaction). (2) The miRNA is hsa-miR-612 with sequence GCUGGGCAGGGCUUCUGAGCUCCUU. The protein sequence of the target gene is MDGTEGSAGQPGPAERSHRSSVSSVGARAADVLVYLADDTVVPLAVENLPSLSAHELHRAVREVLQLPDIALDVFALWLVSPLLEVQLKPKHQPYKLGRQWPELLLRFTSAPDDDVAMDEPFLQFRRNVFFPKRRELQIHDEEVLRLLYEEAKGNVLAARYPCDVEDCEALGALVCRVQLGPYQPGRPAACDLREKLDSFLPAHLCKRGQSLFAALRGRGARAGPGEQGLLNAYRQVQEVSSDGGCEAALGTHYRAYLLKCHELPFYGCAFFHGEVDKPAQGFLHRGGRKPVSVAISLEG.... Result: 1 (interaction).